Dataset: Catalyst prediction with 721,799 reactions and 888 catalyst types from USPTO. Task: Predict which catalyst facilitates the given reaction. (1) Reactant: C([Li])CCC.[Cl:6][C:7]1[CH:8]=[C:9]([CH:21]=[C:22]([Cl:24])[CH:23]=1)[O:10][Si](C(C)C)(C(C)C)C(C)C.CN([CH:28]=[O:29])C.Cl. Product: [Cl:24][C:22]1[CH:21]=[C:9]([OH:10])[CH:8]=[C:7]([Cl:6])[C:23]=1[CH:28]=[O:29]. The catalyst class is: 323. (2) Reactant: [NH2:1][C:2]1[N:7]=[C:6](Cl)[C:5]([CH2:9][C:10]2[CH:11]=[C:12]([CH2:16][C:17]#[N:18])[CH:13]=[CH:14][CH:15]=2)=[C:4]([CH3:19])[N:3]=1.[CH2:20]([NH2:25])[CH2:21][CH2:22][CH2:23][CH3:24]. Product: [NH2:1][C:2]1[N:3]=[C:4]([CH3:19])[C:5]([CH2:9][C:10]2[CH:11]=[C:12]([CH2:16][C:17]#[N:18])[CH:13]=[CH:14][CH:15]=2)=[C:6]([NH:25][CH2:20][CH2:21][CH2:22][CH2:23][CH3:24])[N:7]=1. The catalyst class is: 51. (3) The catalyst class is: 49. Reactant: [NH2:1][CH:2]([C:8]1[CH:16]=[CH:15][C:11]([C:12]([OH:14])=[O:13])=[CH:10][CH:9]=1)[C:3]([O:5][CH2:6][CH3:7])=[O:4].CCN(C(C)C)C(C)C.[O:26](C(OC(C)(C)C)=O)[C:27]([O:29][C:30]([CH3:33])([CH3:32])[CH3:31])=O. Product: [C:30]([O:29][C:27]([NH:1][CH:2]([C:8]1[CH:16]=[CH:15][C:11]([C:12]([OH:14])=[O:13])=[CH:10][CH:9]=1)[C:3]([O:5][CH2:6][CH3:7])=[O:4])=[O:26])([CH3:33])([CH3:32])[CH3:31].